Dataset: Catalyst prediction with 721,799 reactions and 888 catalyst types from USPTO. Task: Predict which catalyst facilitates the given reaction. (1) Reactant: [CH2:1]([N:8]1[CH2:19][CH:18]2[CH2:20][CH:10]([CH2:11][C:12]3[CH:13]=[C:14]([O:21][CH3:22])[CH:15]=[CH:16][C:17]=32)[CH2:9]1)[C:2]1[CH:7]=[CH:6][CH:5]=[CH:4][CH:3]=1.[Br:23]Br. Product: [CH2:1]([N:8]1[CH2:19][CH:18]2[CH2:20][CH:10]([CH2:11][C:12]3[C:13]([Br:23])=[C:14]([O:21][CH3:22])[CH:15]=[CH:16][C:17]=32)[CH2:9]1)[C:2]1[CH:3]=[CH:4][CH:5]=[CH:6][CH:7]=1. The catalyst class is: 2. (2) Reactant: C(O)(=O)C.[NH2:5][C:6]1[C:7](=[O:20])[N:8]([CH2:16][CH2:17][CH2:18][CH3:19])[C:9]2[CH2:10][CH2:11][CH2:12][CH2:13][C:14]=2[CH:15]=1.[CH2:21]([N:28]=[C:29]=[O:30])[C:22]1[CH:27]=[CH:26][CH:25]=[CH:24][CH:23]=1.Cl. Product: [CH2:21]([NH:28][C:29]([NH:5][C:6]1[C:7](=[O:20])[N:8]([CH2:16][CH2:17][CH2:18][CH3:19])[C:9]2[CH2:10][CH2:11][CH2:12][CH2:13][C:14]=2[CH:15]=1)=[O:30])[C:22]1[CH:27]=[CH:26][CH:25]=[CH:24][CH:23]=1. The catalyst class is: 172. (3) The catalyst class is: 12. Product: [CH3:1][O:2][CH2:3][C:4]1([S:7]([NH2:10])(=[O:9])=[O:8])[CH2:6][CH2:5]1. Reactant: [CH3:1][O:2][CH2:3][C:4]1([S:7]([NH:10]C(=O)OC(C)(C)C)(=[O:9])=[O:8])[CH2:6][CH2:5]1.Cl. (4) Reactant: C([O:9][C:10]1[C:19]2[N:18]=[CH:17][CH:16]=[CH:15][C:14]=2[C:13](=[O:20])[NH:12][C:11]=1[C:21]([O:23][CH3:24])=[O:22])(=O)C1C=CC=CC=1.N1C=CC=CC=1.[O:31](S(C(F)(F)F)(=O)=O)[S:32]([C:35]([F:38])([F:37])[F:36])(=O)=[O:33]. Product: [OH:9][C:10]1[C:11]([C:21]([O:23][CH3:24])=[O:22])=[N:12][C:13]([O:20][S:32]([C:35]([F:38])([F:37])[F:36])(=[O:33])=[O:31])=[C:14]2[C:19]=1[N:18]=[CH:17][CH:16]=[CH:15]2. The catalyst class is: 4. (5) Reactant: Cl[C:2]1[N:3]=[C:4]([C:23]2[CH:28]=[CH:27][CH:26]=[CH:25][C:24]=2[CH3:29])[C:5]2[CH2:11][N:10]([C:12]([NH:14][C:15]3[CH:20]=[CH:19][CH:18]=[C:17]([CH2:21][CH3:22])[CH:16]=3)=[O:13])[CH2:9][CH2:8][C:6]=2[N:7]=1.[F:30][C:31]1[CH:36]=[CH:35][C:34](B(O)O)=[CH:33][CH:32]=1.C(=O)([O-])[O-].[Na+].[Na+]. Product: [CH2:21]([C:17]1[CH:16]=[C:15]([NH:14][C:12]([N:10]2[CH2:9][CH2:8][C:6]3[N:7]=[C:2]([C:34]4[CH:35]=[CH:36][C:31]([F:30])=[CH:32][CH:33]=4)[N:3]=[C:4]([C:23]4[CH:28]=[CH:27][CH:26]=[CH:25][C:24]=4[CH3:29])[C:5]=3[CH2:11]2)=[O:13])[CH:20]=[CH:19][CH:18]=1)[CH3:22]. The catalyst class is: 151. (6) Reactant: Br[C:2]1[CH:7]=[CH:6][C:5]([C:8]2[N:9]=[N:10][N:11]([CH2:13][O:14][CH2:15][CH2:16][Si:17]([CH3:20])([CH3:19])[CH3:18])[CH:12]=2)=[CH:4][CH:3]=1.[B:21]1([B:21]2[O:25][C:24]([CH3:27])([CH3:26])[C:23]([CH3:29])([CH3:28])[O:22]2)[O:25][C:24]([CH3:27])([CH3:26])[C:23]([CH3:29])([CH3:28])[O:22]1.CC([O-])=O.[K+]. Product: [CH3:28][C:23]1([CH3:29])[C:24]([CH3:27])([CH3:26])[O:25][B:21]([C:2]2[CH:7]=[CH:6][C:5]([C:8]3[N:9]=[N:10][N:11]([CH2:13][O:14][CH2:15][CH2:16][Si:17]([CH3:20])([CH3:19])[CH3:18])[CH:12]=3)=[CH:4][CH:3]=2)[O:22]1. The catalyst class is: 3.